This data is from Human liver microsome stability data. The task is: Regression/Classification. Given a drug SMILES string, predict its absorption, distribution, metabolism, or excretion properties. Task type varies by dataset: regression for continuous measurements (e.g., permeability, clearance, half-life) or binary classification for categorical outcomes (e.g., BBB penetration, CYP inhibition). Dataset: hlm. (1) The drug is COC(=O)N1CCC(n2ncc3c(N4CCOCC4)nc(-c4ccc(NC(=O)Nc5ccc(CCN6CCN(C)CC6)cc5)cc4)nc32)CC1. The result is 0 (unstable in human liver microsomes). (2) The molecule is CC(=O)CC[C@H]1C(=O)N[C@@H](C(C)C)C(=O)N[C@@H](Cc2cccc(O)c2)C(=O)N2CCCC(N2)C(=O)O[C@H](/C(C)=C/C=C/C(=O)N(C)C2CCCCC2)C/C=C/C=C/[C@H](O)[C@H](C)[C@H]1O. The result is 1 (stable in human liver microsomes). (3) The molecule is CC(C)C(=NCCCCN1CCCCC1)Nc1ccnc2cc(Cl)ccc12. The result is 1 (stable in human liver microsomes).